Dataset: Peptide-MHC class II binding affinity with 134,281 pairs from IEDB. Task: Regression. Given a peptide amino acid sequence and an MHC pseudo amino acid sequence, predict their binding affinity value. This is MHC class II binding data. (1) The binding affinity (normalized) is 0.594. The MHC is DRB1_0401 with pseudo-sequence DRB1_0401. The peptide sequence is AFKVAATAANAAKAN. (2) The peptide sequence is AAARAGTTVYGAFAA. The MHC is HLA-DQA10401-DQB10402 with pseudo-sequence HLA-DQA10401-DQB10402. The binding affinity (normalized) is 0.504. (3) The peptide sequence is QFRRVKCKYPEGTKV. The MHC is DRB1_0901 with pseudo-sequence DRB1_0901. The binding affinity (normalized) is 0.198. (4) The peptide sequence is AFAVAATAANAAPAN. The MHC is DRB1_0901 with pseudo-sequence DRB1_0901. The binding affinity (normalized) is 0.498.